Dataset: Forward reaction prediction with 1.9M reactions from USPTO patents (1976-2016). Task: Predict the product of the given reaction. (1) Given the reactants P(=S)([O-])([O-])[O-].[CH3:6][CH2:7][N:8]([CH:12]1[C:24]2[C:19](=CC=CC=2)[C:18]2[C:13]1=[CH:14][CH:15]=[CH:16][CH:17]=2)[CH2:9][CH2:10]I.[ClH:25].[C:26]([CH2:28]COP(N)[O-])#N.C(OC(=O)C)(=[O:36])C.O1CCCC1.N1C=CN=C1.O1CCCC1.C(OC1SSC(=O)N=1)C, predict the reaction product. The product is: [CH2:26]1[CH2:6][CH2:7][N:8]([CH2:12][CH2:24][C:19]([C:18]2[CH:17]=[CH:16][CH:15]=[CH:14][CH:13]=2)=[O:36])[CH2:9][CH2:10][CH2:28]1.[ClH:25]. (2) The product is: [O:25]1[CH2:24][CH2:23][N:22]([C:20]2[CH:19]=[C:18]([C:28]3[C:41]4[S:40][C:39]5[C:34](=[CH:35][CH:36]=[CH:37][CH:38]=5)[S:33][C:32]=4[CH:31]=[CH:30][CH:29]=3)[NH:17][C:16](=[O:15])[CH:21]=2)[CH2:27][CH2:26]1. Given the reactants FC(F)(F)C(O)=O.COC1C=CC(C[O:15][C:16]2[CH:21]=[C:20]([N:22]3[CH2:27][CH2:26][O:25][CH2:24][CH2:23]3)[CH:19]=[C:18]([C:28]3[C:41]4[S:40][C:39]5[C:34](=[CH:35][CH:36]=[CH:37][CH:38]=5)[S:33][C:32]=4[CH:31]=[CH:30][CH:29]=3)[N:17]=2)=CC=1, predict the reaction product.